This data is from Merck oncology drug combination screen with 23,052 pairs across 39 cell lines. The task is: Regression. Given two drug SMILES strings and cell line genomic features, predict the synergy score measuring deviation from expected non-interaction effect. (1) Drug 1: NC(=O)c1cccc2cn(-c3ccc(C4CCCNC4)cc3)nc12. Drug 2: Cc1nc(Nc2ncc(C(=O)Nc3c(C)cccc3Cl)s2)cc(N2CCN(CCO)CC2)n1. Cell line: DLD1. Synergy scores: synergy=4.53. (2) Drug 1: CN(Cc1cnc2nc(N)nc(N)c2n1)c1ccc(C(=O)NC(CCC(=O)O)C(=O)O)cc1. Drug 2: CS(=O)(=O)CCNCc1ccc(-c2ccc3ncnc(Nc4ccc(OCc5cccc(F)c5)c(Cl)c4)c3c2)o1. Cell line: NCIH520. Synergy scores: synergy=-16.5. (3) Drug 1: CN1C(=O)C=CC2(C)C3CCC4(C)C(NC(=O)OCC(F)(F)F)CCC4C3CCC12. Drug 2: CCC1(O)CC2CN(CCc3c([nH]c4ccccc34)C(C(=O)OC)(c3cc4c(cc3OC)N(C)C3C(O)(C(=O)OC)C(OC(C)=O)C5(CC)C=CCN6CCC43C65)C2)C1. Cell line: DLD1. Synergy scores: synergy=-3.35. (4) Drug 1: CN(Cc1cnc2nc(N)nc(N)c2n1)c1ccc(C(=O)NC(CCC(=O)O)C(=O)O)cc1. Drug 2: CS(=O)(=O)CCNCc1ccc(-c2ccc3ncnc(Nc4ccc(OCc5cccc(F)c5)c(Cl)c4)c3c2)o1. Synergy scores: synergy=0.578. Cell line: SKOV3. (5) Drug 1: COc1cccc2c1C(=O)c1c(O)c3c(c(O)c1C2=O)CC(O)(C(=O)CO)CC3OC1CC(N)C(O)C(C)O1. Drug 2: Cn1nnc2c(C(N)=O)ncn2c1=O. Cell line: DLD1. Synergy scores: synergy=-1.52. (6) Drug 1: CCN(CC)CCNC(=O)c1c(C)[nH]c(C=C2C(=O)Nc3ccc(F)cc32)c1C. Drug 2: CNC(=O)c1cc(Oc2ccc(NC(=O)Nc3ccc(Cl)c(C(F)(F)F)c3)cc2)ccn1. Cell line: UACC62. Synergy scores: synergy=3.85.